This data is from Reaction yield outcomes from USPTO patents with 853,638 reactions. The task is: Predict the reaction yield, written as a fraction of the theoretical maximum amount of product (1.0 means a 100% yield; for example, 0.34 means a 34% yield). (1) The reactants are C(O[C:4](=[O:21])[CH2:5][C:6]([CH:8]1[CH2:13][CH2:12][N:11]([C:14]([O:16][C:17]([CH3:20])([CH3:19])[CH3:18])=[O:15])[CH2:10][CH2:9]1)=O)C.[CH3:22][C:23]1[CH:28]=[C:27]([CH3:29])[N:26]=[C:25]2[NH:30][N:31]=[C:32]([NH2:33])[C:24]=12.P([O-])([O-])([O-])=O.[K+].[K+].[K+].Cl. The catalyst is COCC(O)C.O. The product is [CH3:29][C:27]1[CH:28]=[C:23]([CH3:22])[C:24]2[C:25]([N:26]=1)=[N:30][N:31]1[C:4](=[O:21])[CH:5]=[C:6]([CH:8]3[CH2:9][CH2:10][N:11]([C:14]([O:16][C:17]([CH3:18])([CH3:19])[CH3:20])=[O:15])[CH2:12][CH2:13]3)[NH:33][C:32]=21. The yield is 0.0500. (2) The product is [C:49]([O:48][C:46](=[O:47])[CH2:45][CH2:44][CH2:43][CH2:42][CH2:41][CH2:40][N:39]1[C:38]2[C:33]([C:34](=[O:54])[NH:35][C:36](=[O:53])[N:37]=2)=[N:32][C:31]2[CH:55]=[C:56]([CH3:57])[C:28]([N:17]3[CH2:18][CH2:19][N:14]([C:11]4[CH:12]=[C:13]5[C:8]([C:7](=[O:21])[C:6]([C:22]([OH:24])=[O:23])=[CH:5][N:4]5[CH:1]5[CH2:2][CH2:3]5)=[CH:9][C:10]=4[F:20])[CH2:15][CH2:16]3)=[CH:29][C:30]1=2)([CH3:52])([CH3:51])[CH3:50]. The yield is 0.180. The catalyst is CS(C)=O.CC(O)=O. The reactants are [CH:1]1([N:4]2[C:13]3[C:8](=[CH:9][C:10]([F:20])=[C:11]([N:14]4[CH2:19][CH2:18][NH:17][CH2:16][CH2:15]4)[CH:12]=3)[C:7](=[O:21])[C:6]([C:22]([OH:24])=[O:23])=[CH:5]2)[CH2:3][CH2:2]1.[H-].[Na+].Cl[C:28]1[C:56]([CH3:57])=[CH:55][C:31]2[N:32]=[C:33]3[C:38]([N:39]([CH2:40][CH2:41][CH2:42][CH2:43][CH2:44][CH2:45][C:46]([O:48][C:49]([CH3:52])([CH3:51])[CH3:50])=[O:47])[C:30]=2[CH:29]=1)=[N:37][C:36](=[O:53])[NH:35][C:34]3=[O:54].C(N(C(C)C)CC)(C)C.Cl. (3) The reactants are [CH3:1][C:2]1[C:7]([CH:8]([CH2:13][CH2:14][CH3:15])[C:9]([O:11]C)=[O:10])=[C:6]([C:16]2[CH:25]=[CH:24][CH:23]=[C:22]3[C:17]=2[CH:18]=[CH:19][CH:20]=[N:21]3)[N:5]=[C:4]([N:26]2[CH2:31][CH2:30][CH2:29][CH2:28][CH2:27]2)[N:3]=1.[OH-].[Na+]. The catalyst is CO. The product is [CH3:1][C:2]1[C:7]([CH:8]([CH2:13][CH2:14][CH3:15])[C:9]([OH:11])=[O:10])=[C:6]([C:16]2[CH:25]=[CH:24][CH:23]=[C:22]3[C:17]=2[CH:18]=[CH:19][CH:20]=[N:21]3)[N:5]=[C:4]([N:26]2[CH2:31][CH2:30][CH2:29][CH2:28][CH2:27]2)[N:3]=1. The yield is 0.880. (4) The reactants are [Cl:1][C:2]1[CH:3]=[C:4]([CH:9]([CH2:13][CH:14]2[CH2:19][CH2:18][CH2:17][CH2:16][O:15]2)[C:10]([OH:12])=O)[CH:5]=[CH:6][C:7]=1[Cl:8].CN(C(ON1N=NC2C1=CC=CC=2)=[N+](C)C)C.F[P-](F)(F)(F)(F)F.C(N(CC)C(C)C)(C)C.[NH2:53][C:54]1[S:55][CH:56]=[CH:57][N:58]=1. The catalyst is CN(C)C=O.O. The product is [Cl:1][C:2]1[CH:3]=[C:4]([CH:9]([CH2:13][CH:14]2[CH2:19][CH2:18][CH2:17][CH2:16][O:15]2)[C:10]([NH:53][C:54]2[S:55][CH:56]=[CH:57][N:58]=2)=[O:12])[CH:5]=[CH:6][C:7]=1[Cl:8]. The yield is 0.340. (5) The reactants are [CH3:1][O:2][C:3]1[C:8]([C:9]2[N:13]=[C:12]([CH2:14][OH:15])[N:11]([CH3:16])[N:10]=2)=[C:7]([O:17][CH3:18])[N:6]=[CH:5][N:4]=1.[H-].[Na+].[CH3:21]I. The catalyst is C1COCC1. The product is [CH3:18][O:17][C:7]1[C:8]([C:9]2[N:13]=[C:12]([CH2:14][O:15][CH3:21])[N:11]([CH3:16])[N:10]=2)=[C:3]([O:2][CH3:1])[N:4]=[CH:5][N:6]=1. The yield is 0.199. (6) The reactants are I[C:2]1[CH:7]=[C:6]([CH3:8])[CH:5]=[C:4]([CH3:9])[C:3]=1[O:10][CH3:11].[CH:12]([Mg]Cl)(C)C.[Li+].[Cl-].[C:19]1([P:25](Cl)Cl)[CH:24]=[CH:23][CH:22]=[CH:21][CH:20]=1.C[Mg]Cl.[BH3:31].C1COCC1. The catalyst is C1COCC1. The product is [CH3:11][O:10][C:3]1[C:4]([CH3:9])=[CH:5][C:6]([CH3:8])=[CH:7][C:2]=1[P:25]([C:19]1[CH:24]=[CH:23][CH:22]=[CH:21][CH:20]=1)[CH3:12].[BH3:31]. The yield is 0.290. (7) The reactants are [CH:1]1[CH:6]=[CH:5][C:4]([CH:7]([S:14]([CH2:16][C:17]([OH:19])=O)=[O:15])[C:8]2[CH:13]=[CH:12][CH:11]=[CH:10][CH:9]=2)=[CH:3][CH:2]=1.Cl.[NH4+:21].[OH-]. The catalyst is CO. The product is [CH:1]1[CH:6]=[CH:5][C:4]([CH:7]([S+:14]([O-:15])[CH2:16][C:17]([NH2:21])=[O:19])[C:8]2[CH:13]=[CH:12][CH:11]=[CH:10][CH:9]=2)=[CH:3][CH:2]=1. The yield is 0.529. (8) The reactants are [CH3:1][CH:2]1[CH2:7][N:6]([C:8]([O:10][CH2:11][C:12]2[CH:17]=[CH:16][CH:15]=[CH:14][CH:13]=2)=[O:9])[CH2:5][CH:4]=[C:3]1OS(C(F)(F)F)(=O)=O.C(O)=O.O. The catalyst is CN(C=O)C.CC([O-])=O.CC([O-])=O.[Pd+2].C1C=CC(P(C2C=CC=CC=2)C2C=CC=CC=2)=CC=1. The product is [CH3:1][CH:2]1[CH2:7][N:6]([C:8]([O:10][CH2:11][C:12]2[CH:17]=[CH:16][CH:15]=[CH:14][CH:13]=2)=[O:9])[CH2:5][CH:4]=[CH:3]1. The yield is 0.850. (9) The reactants are C(O[C:4](=[O:23])[C:5](=[CH:11][NH:12][C:13]1[CH:14]=[CH:15][CH:16]=[C:17]2[C:22]=1[N:21]=[CH:20][CH:19]=[CH:18]2)[C:6]([O:8][CH2:9][CH3:10])=[O:7])C.C1(OC2C=CC=CC=2)C=CC=CC=1. No catalyst specified. The product is [O:23]=[C:4]1[C:14]2[C:13](=[C:22]3[C:17](=[CH:16][CH:15]=2)[CH:18]=[CH:19][CH:20]=[N:21]3)[NH:12][CH:11]=[C:5]1[C:6]([O:8][CH2:9][CH3:10])=[O:7]. The yield is 0.440.